This data is from Forward reaction prediction with 1.9M reactions from USPTO patents (1976-2016). The task is: Predict the product of the given reaction. (1) Given the reactants F[C:2]1[C:7]([C:8]2[N:16]=[CH:15][N:14]=[C:13]3[C:9]=2[N:10]=[CH:11][N:12]3[CH:17]2[CH2:22][CH2:21][CH2:20][CH2:19][O:18]2)=[CH:6][CH:5]=[CH:4][N:3]=1.[NH2:23][C:24]1[CH:25]=[N:26][C:27]([O:30][CH3:31])=[CH:28][CH:29]=1.[Li+].C[Si]([N-][Si](C)(C)C)(C)C, predict the reaction product. The product is: [CH3:31][O:30][C:27]1[N:26]=[CH:25][C:24]([NH:23][C:2]2[C:7]([C:8]3[N:16]=[CH:15][N:14]=[C:13]4[C:9]=3[N:10]=[CH:11][N:12]4[CH:17]3[CH2:22][CH2:21][CH2:20][CH2:19][O:18]3)=[CH:6][CH:5]=[CH:4][N:3]=2)=[CH:29][CH:28]=1. (2) Given the reactants [F:1][C:2]([F:28])([F:27])[C:3]1[CH:4]=[C:5]([CH:20]=[C:21]([C:23]([F:26])([F:25])[F:24])[CH:22]=1)[CH2:6][NH:7][CH2:8][C:9]1[CH:14]=[C:13]([C:15]([F:18])([F:17])[F:16])[CH:12]=[CH:11][C:10]=1[Br:19].C([O-])(=O)C.[Na+].[N:34]#[C:35]Br.O, predict the reaction product. The product is: [Br:19][C:10]1[CH:11]=[CH:12][C:13]([C:15]([F:16])([F:17])[F:18])=[CH:14][C:9]=1[CH2:8][N:7]([CH2:6][C:5]1[CH:20]=[C:21]([C:23]([F:26])([F:25])[F:24])[CH:22]=[C:3]([C:2]([F:27])([F:1])[F:28])[CH:4]=1)[C:35]#[N:34]. (3) Given the reactants Cl.[CH3:2][O:3][C:4](=[O:11])[C@H:5]([C@H:7]([CH2:9][CH3:10])[CH3:8])[NH2:6].Cl[C:13]([O:15][C:16]1[CH:21]=[CH:20][C:19]([N+:22]([O-:24])=[O:23])=[CH:18][CH:17]=1)=[O:14].CN1CCOCC1, predict the reaction product. The product is: [CH3:8][C@@H:7]([CH2:9][CH3:10])[C@H:5]([NH:6][C:13]([O:15][C:16]1[CH:17]=[CH:18][C:19]([N+:22]([O-:24])=[O:23])=[CH:20][CH:21]=1)=[O:14])[C:4]([O:3][CH3:2])=[O:11]. (4) Given the reactants [CH2:1]([N:8]([OH:16])[CH2:9][C@H:10]([OH:15])[CH2:11][CH2:12][CH:13]=[CH2:14])[C:2]1[CH:7]=[CH:6][CH:5]=[CH:4][CH:3]=1, predict the reaction product. The product is: [CH2:1]([N@+:8]1([O-:16])[CH2:9][C@H:10]([OH:15])[CH2:11][CH2:12][C@H:13]1[CH3:14])[C:2]1[CH:7]=[CH:6][CH:5]=[CH:4][CH:3]=1.